This data is from Reaction yield outcomes from USPTO patents with 853,638 reactions. The task is: Predict the reaction yield, written as a fraction of the theoretical maximum amount of product (1.0 means a 100% yield; for example, 0.34 means a 34% yield). (1) The reactants are C[CH2:2][N:3]=[C:4]=NCCCN(C)C.Cl.[NH2:13][C:14]1[C:22]([N+:23]([O-:25])=[O:24])=[CH:21][CH:20]=[CH:19][C:15]=1[C:16](O)=[O:17].CNC.C1COCC1. The catalyst is ClCCl.ON1C2C=CC=CC=2N=N1. The product is [NH2:13][C:14]1[C:22]([N+:23]([O-:25])=[O:24])=[CH:21][CH:20]=[CH:19][C:15]=1[C:16]([N:3]([CH3:4])[CH3:2])=[O:17]. The yield is 1.00. (2) The catalyst is O.C([O-])(=O)C.[Pd+2].C([O-])(=O)C.C1(C)C=CC=CC=1P(C1C=CC=CC=1C)C1C=CC=CC=1C. The reactants are Br[C:2]1[CH:3]=[N:4][CH:5]=[CH:6][CH:7]=1.[CH3:8][CH:9]([OH:13])[CH2:10][CH:11]=[CH2:12].C(N(CC)CC)C.C(#N)C. The yield is 0.810. The product is [N:4]1[CH:5]=[CH:6][CH:7]=[C:2](/[CH:12]=[CH:11]/[CH2:10][CH:9]([OH:13])[CH3:8])[CH:3]=1. (3) The reactants are [BH4-].[Na+].[N:3]1[C:12]2[C:7](=[CH:8][CH:9]=[CH:10][CH:11]=2)[CH:6]=[C:5]([CH:13]=[O:14])[CH:4]=1. The catalyst is CO. The product is [N:3]1[C:12]2[C:7](=[CH:8][CH:9]=[CH:10][CH:11]=2)[CH:6]=[C:5]([CH2:13][OH:14])[CH:4]=1. The yield is 0.860. (4) The catalyst is C1(C)C=CC=CC=1. The product is [N:33]1[CH:32]=[C:31]([CH2:30][C:25]2[C:24](=[O:23])[N:17]=[C:15]([CH2:14][CH2:13][C:10]3[CH:9]=[CH:8][C:7]([O:6][C:5]4[CH:18]=[CH:19][CH:20]=[C:3]([C:2]([F:21])([F:22])[F:1])[CH:4]=4)=[CH:12][CH:11]=3)[NH:16][CH:26]=2)[CH:36]=[N:35][CH:34]=1. The reactants are [F:1][C:2]([F:22])([F:21])[C:3]1[CH:4]=[C:5]([CH:18]=[CH:19][CH:20]=1)[O:6][C:7]1[CH:12]=[CH:11][C:10]([CH2:13][CH2:14][C:15](=[NH:17])[NH2:16])=[CH:9][CH:8]=1.[OH:23][CH:24]=[C:25]([CH2:30][C:31]1[CH:32]=[N:33][CH:34]=[N:35][CH:36]=1)[C:26](OC)=O.C([O-])(=O)C.[K+]. The yield is 0.539. (5) The reactants are F[C:2]1C=[C:4]([CH:7]=[C:8]([N:10]2[CH2:15][CH2:14][C:13]3[N:16]=[C:17]([C:19]4[CH:24]=[CH:23][CH:22]=[CH:21][N:20]=4)[O:18][C:12]=3[CH2:11]2)[CH:9]=1)[C:5]#[N:6].BrC1C=C[N:29]=C(C#N)C=1. No catalyst specified. The product is [N:20]1[CH:21]=[CH:22][CH:23]=[CH:24][C:19]=1[C:17]1[O:18][C:12]2[CH2:11][N:10]([C:8]3[CH:9]=[CH:2][N:29]=[C:4]([C:5]#[N:6])[CH:7]=3)[CH2:15][CH2:14][C:13]=2[N:16]=1. The yield is 0.435. (6) The reactants are [F:1][C:2]1[CH:7]=[C:6]([I:8])[CH:5]=[CH:4][C:3]=1[NH:9][C:10]1[CH:11]=[N:12][CH:13]=[CH:14][C:15]=1[C:16]([OH:18])=O.ON1C2C=CC=CC=2N=N1.Cl.CN(C)CCCN=C=NCC.C(N(CC)CC)C.[OH:48][C:49]1([C@@H:53]2[CH2:58][CH2:57][CH2:56][CH2:55][N:54]2[C:59]([O:61][C:62]([CH3:65])([CH3:64])[CH3:63])=[O:60])[CH2:52][NH:51][CH2:50]1. The catalyst is CN(C=O)C. The yield is 0.740. The product is [F:1][C:2]1[CH:7]=[C:6]([I:8])[CH:5]=[CH:4][C:3]=1[NH:9][C:10]1[CH:11]=[N:12][CH:13]=[CH:14][C:15]=1[C:16]([N:51]1[CH2:52][C:49]([C@@H:53]2[CH2:58][CH2:57][CH2:56][CH2:55][N:54]2[C:59]([O:61][C:62]([CH3:65])([CH3:64])[CH3:63])=[O:60])([OH:48])[CH2:50]1)=[O:18]. (7) The reactants are [Cl:1][C:2]1[CH:8]=[CH:7][C:5]([NH2:6])=[CH:4][CH:3]=1.B(Cl)(Cl)Cl.[C:13]([C:15]1[CH:20]=[CH:19][N:18]=[CH:17][CH:16]=1)#N.[Al+3].[Cl-].[Cl-].[Cl-].Cl.[OH-:26].[Na+]. The catalyst is C(Cl)Cl.O. The product is [NH2:6][C:5]1[CH:7]=[CH:8][C:2]([Cl:1])=[CH:3][C:4]=1[C:13]([C:15]1[CH:20]=[CH:19][N:18]=[CH:17][CH:16]=1)=[O:26]. The yield is 0.750. (8) The reactants are [CH3:1][C:2]1[N:3]=[CH:4][C:5]([C:8]2[N:12]([C:13]3[CH:14]=[N:15][C:16]([CH3:19])=[CH:17][CH:18]=3)[N:11]=[C:10]([C:20]([OH:22])=O)[CH:9]=2)=[N:6][CH:7]=1.[C:23]([NH2:27])([CH3:26])([CH3:25])[CH3:24]. No catalyst specified. The product is [C:23]([NH:27][C:20]([C:10]1[CH:9]=[C:8]([C:5]2[CH:4]=[N:3][C:2]([CH3:1])=[CH:7][N:6]=2)[N:12]([C:13]2[CH:14]=[N:15][C:16]([CH3:19])=[CH:17][CH:18]=2)[N:11]=1)=[O:22])([CH3:26])([CH3:25])[CH3:24]. The yield is 0.610.